Dataset: Forward reaction prediction with 1.9M reactions from USPTO patents (1976-2016). Task: Predict the product of the given reaction. Given the reactants N1C=CC=C(CN)C=1.[N:9]1[CH:14]=[CH:13][CH:12]=[CH:11][C:10]=1[CH2:15][NH2:16].FC1C=CC(CN2[C@@H](C)CN(C3SC(C(O)=O)=C(C)N=3)C2=O)=CC=1.[F:41][C:42]1[CH:43]=[C:44]([CH:62]=[C:63]([F:65])[CH:64]=1)[CH2:45][N:46]1[C@H:50]([CH3:51])[CH2:49][N:48]([C:52]2[S:53][C:54]([C:58](O)=[O:59])=[C:55]([CH3:57])[N:56]=2)[C:47]1=[O:61], predict the reaction product. The product is: [F:65][C:63]1[CH:62]=[C:44]([CH:43]=[C:42]([F:41])[CH:64]=1)[CH2:45][N:46]1[C@H:50]([CH3:51])[CH2:49][N:48]([C:52]2[S:53][C:54]([C:58]([NH:16][CH2:15][C:10]3[CH:11]=[CH:12][CH:13]=[CH:14][N:9]=3)=[O:59])=[C:55]([CH3:57])[N:56]=2)[C:47]1=[O:61].